Dataset: Catalyst prediction with 721,799 reactions and 888 catalyst types from USPTO. Task: Predict which catalyst facilitates the given reaction. (1) Reactant: [Cl:1][C:2]1[CH:35]=[CH:34][CH:33]=[C:32]([C:36]([F:39])([F:38])[F:37])[C:3]=1[C:4]([N:6]1[C:14]2[C:9](=[CH:10][CH:11]=[C:12]([C:15](=[O:20])[NH:16][CH2:17][C:18]#[CH:19])[CH:13]=2)[C:8]([C:21]2[CH:30]=[CH:29][C:24]([C:25]([O:27]C)=[O:26])=[CH:23][C:22]=2[F:31])=[N:7]1)=[O:5].[OH:40][Li].O. Product: [Cl:1][C:2]1[CH:35]=[CH:34][CH:33]=[C:32]([C:36]([F:39])([F:37])[F:38])[C:3]=1[C:4]([N:6]1[C:14]2[C:9](=[CH:10][CH:11]=[C:12]([C:15]3[O:20][C:18]([CH2:19][OH:40])=[CH:17][N:16]=3)[CH:13]=2)[C:8]([C:21]2[CH:30]=[CH:29][C:24]([C:25]([OH:27])=[O:26])=[CH:23][C:22]=2[F:31])=[N:7]1)=[O:5]. The catalyst class is: 20. (2) Reactant: [NH2:1][C:2]1[C:7]([C:8]([O:10]CC)=[O:9])=[C:6]([CH3:13])[N:5]=[C:4]2[S:14][C:15]([Br:18])=[C:16]([CH3:17])[C:3]=12.[OH-].[Na+]. Product: [NH2:1][C:2]1[C:7]([C:8]([OH:10])=[O:9])=[C:6]([CH3:13])[N:5]=[C:4]2[S:14][C:15]([Br:18])=[C:16]([CH3:17])[C:3]=12. The catalyst class is: 8.